This data is from Forward reaction prediction with 1.9M reactions from USPTO patents (1976-2016). The task is: Predict the product of the given reaction. (1) Given the reactants [NH2:1][C:2]1[CH:10]=[CH:9][C:8]([OH:11])=[CH:7][C:3]=1[C:4]([OH:6])=[O:5].[OH-].[Na+].[CH3:14][C:15]([O:18][C:19](O[C:19]([O:18][C:15]([CH3:17])([CH3:16])[CH3:14])=[O:20])=[O:20])([CH3:17])[CH3:16], predict the reaction product. The product is: [C:15]([O:18][C:19]([NH:1][C:2]1[CH:10]=[CH:9][C:8]([OH:11])=[CH:7][C:3]=1[C:4]([OH:6])=[O:5])=[O:20])([CH3:17])([CH3:16])[CH3:14]. (2) Given the reactants [NH2:1][C:2]1[C:3]([C:7]2[N:8]([CH2:32][CH3:33])[C:9]3[CH:14]=[C:13]([O:15][CH2:16][CH2:17][NH:18]C(=O)OC(C)(C)C)[N:12]=[C:11]([C:26]4[CH:30]=[CH:29][O:28][CH:27]=4)[C:10]=3[N:31]=2)=[N:4][O:5][N:6]=1.C(O)(C(F)(F)F)=O, predict the reaction product. The product is: [NH2:18][CH2:17][CH2:16][O:15][C:13]1[N:12]=[C:11]([C:26]2[CH:30]=[CH:29][O:28][CH:27]=2)[C:10]2[N:31]=[C:7]([C:3]3[C:2]([NH2:1])=[N:6][O:5][N:4]=3)[N:8]([CH2:32][CH3:33])[C:9]=2[CH:14]=1. (3) Given the reactants [CH3:1][C:2]1[CH:3]=[C:4]([CH:9]=[CH:10][C:11]=1[N+:12]([O-:14])=[O:13])[C:5](=[O:8])[CH2:6]Br.[F:15][C:16]([F:27])([F:26])[C:17]1[CH:21]=[C:20]([C:22]([F:25])([F:24])[F:23])[NH:19][N:18]=1.C(N(CC)CC)C, predict the reaction product. The product is: [CH3:1][C:2]1[CH:3]=[C:4]([C:5](=[O:8])[CH2:6][N:18]2[C:17]([C:16]([F:15])([F:27])[F:26])=[CH:21][C:20]([C:22]([F:23])([F:24])[F:25])=[N:19]2)[CH:9]=[CH:10][C:11]=1[N+:12]([O-:14])=[O:13]. (4) The product is: [CH2:2]([C:4]1[CH:9]=[N:8][C:7]([C:10]2[CH:11]=[CH:12][C:13]([CH2:16][CH2:17][CH2:18][O:19][C:20]3[CH:21]=[C:22]4[C:27](=[CH:28][CH:29]=3)[CH2:26][N:25]([S:40]([CH:39]=[CH2:38])(=[O:42])=[O:41])[CH2:24][CH2:23]4)=[CH:14][CH:15]=2)=[N:6][CH:5]=1)[CH3:3]. Given the reactants Cl.[CH2:2]([C:4]1[CH:5]=[N:6][C:7]([C:10]2[CH:15]=[CH:14][C:13]([CH2:16][CH2:17][CH2:18][O:19][C:20]3[CH:21]=[C:22]4[C:27](=[CH:28][CH:29]=3)[CH2:26][NH:25][CH2:24][CH2:23]4)=[CH:12][CH:11]=2)=[N:8][CH:9]=1)[CH3:3].CCN(CC)CC.Cl[CH2:38][CH2:39][S:40](Cl)(=[O:42])=[O:41].O, predict the reaction product. (5) The product is: [CH3:2][O:6][C:7]1[C:12]2[CH:13]=[CH:14][CH:15]=[CH:16][C:11]=2[O:10][C:9](=[O:17])[C:8]=1[C:18](=[O:33])[CH:19]=[CH:20][C:21]1[CH:26]=[CH:25][CH:24]=[C:23]([NH:27][C:28](=[O:32])[CH2:29][O:30][CH3:31])[CH:22]=1. Given the reactants O1CCC[CH2:2]1.[OH:6][C:7]1[C:12]2[CH:13]=[CH:14][CH:15]=[CH:16][C:11]=2[O:10][C:9](=[O:17])[C:8]=1[C:18](=[O:33])[CH:19]=[CH:20][C:21]1[CH:26]=[CH:25][CH:24]=[C:23]([NH:27][C:28](=[O:32])[CH2:29][O:30][CH3:31])[CH:22]=1.C1(P(C2C=CC=CC=2)C2C=CC=CC=2)C=CC=CC=1.N(C(OCC)=O)=NC(OCC)=O, predict the reaction product. (6) Given the reactants [Br:1][C:2]1[CH:3]=[C:4]([CH2:8][CH2:9][C:10](O)=[O:11])[CH:5]=[CH:6][CH:7]=1.[H-].[H-].[H-].[H-].[Li+].[Al+3], predict the reaction product. The product is: [Br:1][C:2]1[CH:3]=[C:4]([CH2:8][CH2:9][CH2:10][OH:11])[CH:5]=[CH:6][CH:7]=1. (7) Given the reactants [F:1][C:2]1([F:50])[CH2:16][CH2:15][CH2:14][CH2:13][CH2:12][C@H:11]([NH:17][C:18]([C:20]2[CH:24]=[C:23]([CH3:25])[O:22][N:21]=2)=[O:19])[C:10](=[O:26])[N:9]2[CH2:27][C@H:28]([O:30][C:31]3[N:32]=[C:33]4[C:38](=[C:39]5[C:44]=3[CH:43]=[CH:42][CH:41]=[CH:40]5)[CH:37]=[CH:36][CH:35]=[CH:34]4)[CH2:29][C@H:8]2[C:7](=[O:45])[NH:6][C@:5]2([C:47](O)=[O:48])[CH2:46][C@H:4]2[CH2:3]1.[N:51]1(C(N2C=CN=C2)=O)C=CN=C1.C[S:64]([CH:67]1[CH2:69][CH2:68]1)(=[O:66])=[O:65].N1CCCN2CCCCCC=12, predict the reaction product. The product is: [CH:67]1([S:64]([NH:51][C:47]([C@@:5]23[CH2:46][C@H:4]2[CH2:3][C:2]([F:50])([F:1])[CH2:16][CH2:15][CH2:14][CH2:13][CH2:12][C@H:11]([NH:17][C:18]([C:20]2[CH:24]=[C:23]([CH3:25])[O:22][N:21]=2)=[O:19])[C:10](=[O:26])[N:9]2[CH2:27][C@H:28]([O:30][C:31]4[N:32]=[C:33]5[C:38](=[C:39]6[C:44]=4[CH:43]=[CH:42][CH:41]=[CH:40]6)[CH:37]=[CH:36][CH:35]=[CH:34]5)[CH2:29][C@H:8]2[C:7](=[O:45])[NH:6]3)=[O:48])(=[O:66])=[O:65])[CH2:69][CH2:68]1. (8) Given the reactants C(OP([CH2:9][C:10]([O:12][CH3:13])=[O:11])(OCC)=O)C.C[O-].[Na+].[CH3:17][C:18](=O)[CH2:19][CH3:20], predict the reaction product. The product is: [CH3:13][O:12][C:10](=[O:11])[CH:9]=[C:18]([CH3:17])[CH2:19][CH3:20].